The task is: Predict the reactants needed to synthesize the given product.. This data is from Full USPTO retrosynthesis dataset with 1.9M reactions from patents (1976-2016). Given the product [Cl:1][C:2]1[CH:12]=[CH:11][C:5]([CH2:6][N:7]2[C:8]([S:9][CH3:15])=[N:10][C:26](=[O:27])[NH:25][C:24]2=[O:29])=[CH:4][CH:3]=1, predict the reactants needed to synthesize it. The reactants are: [Cl:1][C:2]1[CH:12]=[CH:11][C:5]([CH2:6][NH:7][C:8]([NH2:10])=[S:9])=[CH:4][CH:3]=1.CI.[CH:15](N(CC)C(C)C)(C)C.[C:24](=[O:29])=[N:25][C:26](Cl)=[O:27].